Predict the product of the given reaction. From a dataset of Forward reaction prediction with 1.9M reactions from USPTO patents (1976-2016). (1) Given the reactants I[C:2]1[CH:11]=[CH:10][C:5]([C:6]([O:8]C)=O)=[CH:4][CH:3]=1.[CH3:12][C:13]1[N:14]=[CH:15][NH:16][CH:17]=1.N1C2C(=CC=CC=2O)C=CC=1.C(=O)([O-])[O-].[K+].[K+].[H-].[Al+3].[Li+].[H-].[H-].[H-].[OH-].[Na+], predict the reaction product. The product is: [CH3:12][C:13]1[N:14]=[CH:15][N:16]([C:2]2[CH:3]=[CH:4][C:5]([CH2:6][OH:8])=[CH:10][CH:11]=2)[CH:17]=1. (2) Given the reactants [NH:1]1[CH2:6][CH2:5]O[CH2:3][CH2:2]1.[O:7]1[CH2:12][CH2:11][C:10](=O)[CH2:9][CH2:8]1.O=C1CCC([NH:21][C:22](=[O:28])[O:23][C:24]([CH3:27])([CH3:26])[CH3:25])CC1, predict the reaction product. The product is: [O:7]1[CH2:12][CH2:11][CH:10]([N:1]2[CH2:2][CH2:3][N:21]([C:22]([O:23][C:24]([CH3:27])([CH3:26])[CH3:25])=[O:28])[CH2:5][CH2:6]2)[CH2:9][CH2:8]1. (3) Given the reactants C(O[CH:5]([C:9]1[CH:17]=[CH:16][C:15]([NH:18][C:19]([O:21][C:22]([CH3:25])([CH3:24])[CH3:23])=[O:20])=[C:14]2[C:10]=1[CH2:11][N:12]([CH3:27])[C:13]2=[O:26])[CH2:6][CH:7]=[CH2:8])(=O)C.[Br-].[Br-].[Br-].[In+3].[CH2:32]([Si](C)(C)C)[CH:33]=[CH2:34], predict the reaction product. The product is: [CH2:8]=[CH:7][CH2:6][CH:5]([C:9]1[CH:17]=[CH:16][C:15]([NH:18][C:19](=[O:20])[O:21][C:22]([CH3:24])([CH3:23])[CH3:25])=[C:14]2[C:10]=1[CH2:11][N:12]([CH3:27])[C:13]2=[O:26])[CH2:34][CH:33]=[CH2:32]. (4) Given the reactants [N+:1]([C:4]1[CH:5]=[CH:6][C:7]([N:10]2[CH2:19][CH2:18][C:13]3([CH2:16][C:15](=O)[CH2:14]3)[CH2:12][CH2:11]2)=[N:8][CH:9]=1)([O-:3])=[O:2].CC1C=CC(S([CH2:30][N+:31]#[C-])(=O)=O)=CC=1.CC([O-])(C)C.[K+].C(O)(C)(C)C, predict the reaction product. The product is: [N+:1]([C:4]1[CH:5]=[CH:6][C:7]([N:10]2[CH2:19][CH2:18][C:13]3([CH2:16][CH:15]([C:30]#[N:31])[CH2:14]3)[CH2:12][CH2:11]2)=[N:8][CH:9]=1)([O-:3])=[O:2]. (5) The product is: [CH:2]1([C:5]2[N:6]=[CH:7][N:8]([C:10]3[C:11]([CH3:20])=[CH:12][C:13]([F:19])=[C:14]([CH:18]=3)[C:15]([NH:46][C:44]3[CH:43]=[CH:42][CH:41]=[C:40]([C:36]4[N:35]([CH:32]([CH3:34])[CH3:33])[CH:39]=[N:38][N:37]=4)[N:45]=3)=[O:17])[CH:9]=2)[CH2:3][CH2:4]1. Given the reactants Cl.[CH:2]1([C:5]2[N:6]=[CH:7][N:8]([C:10]3[C:11]([CH3:20])=[CH:12][C:13]([F:19])=[C:14]([CH:18]=3)[C:15]([OH:17])=O)[CH:9]=2)[CH2:4][CH2:3]1.C(Cl)(=O)C(Cl)=O.CN(C)C=O.[CH:32]([N:35]1[CH:39]=[N:38][N:37]=[C:36]1[C:40]1[N:45]=[C:44]([NH2:46])[CH:43]=[CH:42][CH:41]=1)([CH3:34])[CH3:33].C([O-])(O)=O.[Na+], predict the reaction product. (6) Given the reactants [C:1]1([CH:7]([C:35]2[CH:40]=[CH:39][CH:38]=[CH:37][CH:36]=2)[CH2:8][NH:9][C:10]2[N:18]=[C:17]([C:19]([O:21]C)=O)[N:16]=[C:15]3[C:11]=2[N:12]=[CH:13][N:14]3[C@H:23]2[C@H:27]([OH:28])[C@H:26]([OH:29])[C@@H:25]([C:30]([NH:32][CH2:33][CH3:34])=[O:31])[O:24]2)[CH:6]=[CH:5][CH:4]=[CH:3][CH:2]=1.[CH:41]([CH:44]1[CH2:49][CH2:48][N:47]([CH2:50][CH2:51][NH2:52])[CH2:46][CH2:45]1)([CH3:43])[CH3:42], predict the reaction product. The product is: [NH3:9].[C:1]1([CH:7]([C:35]2[CH:36]=[CH:37][CH:38]=[CH:39][CH:40]=2)[CH2:8][NH:9][C:10]2[N:18]=[C:17]([C:19]([NH:52][CH2:51][CH2:50][N:47]3[CH2:48][CH2:49][CH:44]([CH:41]([CH3:43])[CH3:42])[CH2:45][CH2:46]3)=[O:21])[N:16]=[C:15]3[C:11]=2[N:12]=[CH:13][N:14]3[C@H:23]2[C@H:27]([OH:28])[C@H:26]([OH:29])[C@@H:25]([C:30]([NH:32][CH2:33][CH3:34])=[O:31])[O:24]2)[CH:2]=[CH:3][CH:4]=[CH:5][CH:6]=1. (7) Given the reactants [H-].[Na+].Cl[CH2:4][O:5][CH3:6].[Cl-].[NH4+].[CH3:9][O:10][C:11]1[CH:12]=[C:13]([OH:17])[CH:14]=[CH:15][CH:16]=1, predict the reaction product. The product is: [CH3:9][O:10][C:11]1[CH:16]=[CH:15][CH:14]=[C:13]([O:17][CH2:4][O:5][CH3:6])[CH:12]=1. (8) Given the reactants [Cl:1][CH2:2][C:3](=[O:8])[C:4](Cl)=[N:5][OH:6].[C:9]([OH:14])(=[O:13])[CH2:10][CH:11]=[CH2:12].C(=O)(O)[O-].[Na+], predict the reaction product. The product is: [Cl:1][CH2:2][C:3]([C:4]1[CH2:12][CH:11]([CH2:10][C:9]([OH:14])=[O:13])[O:6][N:5]=1)=[O:8].